From a dataset of Catalyst prediction with 721,799 reactions and 888 catalyst types from USPTO. Predict which catalyst facilitates the given reaction. (1) Reactant: [N:1]1([C:7]2[N:12]=[C:11]([C:13]#[N:14])[CH:10]=[CH:9][CH:8]=2)[CH2:6][CH2:5][O:4][CH2:3][CH2:2]1.CC(C)([O-])C.[K+].[C:21](#[N:23])[CH3:22].C(=O)(O)[O-].[Na+]. Product: [NH2:14][C:13]([C:11]1[CH:10]=[CH:9][CH:8]=[C:7]([N:1]2[CH2:2][CH2:3][O:4][CH2:5][CH2:6]2)[N:12]=1)=[CH:22][C:21]#[N:23]. The catalyst class is: 11. (2) Reactant: [NH2:1][C:2]1[N:7]=[C:6]([Cl:8])[C:5]([C:9](=O)[CH3:10])=[C:4](Cl)[N:3]=1.[NH2:13][NH2:14]. Product: [Cl:8][C:6]1[N:7]=[C:2]([NH2:1])[N:3]=[C:4]2[NH:13][N:14]=[C:9]([CH3:10])[C:5]=12. The catalyst class is: 2. (3) Reactant: [Cl:1][C:2]1[CH:8]=[CH:7][C:6]([N+:9]([O-:11])=[O:10])=[CH:5][C:3]=1[NH2:4].[Cl:12][C:13]1[CH:21]=[CH:20][CH:19]=[CH:18][C:14]=1[C:15](Cl)=[O:16].CCOC(C)=O. Product: [Cl:12][C:13]1[CH:21]=[CH:20][CH:19]=[CH:18][C:14]=1[C:15]([NH:4][C:3]1[CH:5]=[C:6]([N+:9]([O-:11])=[O:10])[CH:7]=[CH:8][C:2]=1[Cl:1])=[O:16]. The catalyst class is: 17. (4) Reactant: [Cl:1][C:2]1[C:9]([C:10]#[C:11][Si](C)(C)C)=[C:8](F)[CH:7]=[CH:6][C:3]=1[C:4]#[N:5].[NH2:17][C@H:18]([CH3:26])[C@:19]([CH3:25])([OH:24])[C:20]([F:23])([F:22])[F:21].CCN(C(C)C)C(C)C.NC1C=CC=CC=1. Product: [Cl:1][C:2]1[C:3]([C:4]#[N:5])=[CH:6][CH:7]=[C:8]2[C:9]=1[CH:10]=[CH:11][N:17]2[C@@H:18]([C@@:19]([OH:24])([CH3:25])[C:20]([F:23])([F:22])[F:21])[CH3:26]. The catalyst class is: 58. (5) Reactant: Br[C:2]1[CH:3]=[N:4][C:5](Cl)=[N:6][CH:7]=1.[C:9]1(B(O)O)[CH:14]=[CH:13][CH:12]=[CH:11][CH:10]=1.P([O-])([O-])([O-])=O.[K+].[K+].[K+].[CH:26]1(P([CH:26]2[CH2:31][CH2:30][CH2:29][CH2:28][CH2:27]2)C2C=CC=CC=2C2C(OC)=CC=CC=2OC)[CH2:31][CH2:30][CH2:29][CH2:28][CH2:27]1. Product: [C:9]1([C:5]2[N:4]=[CH:3][C:2]([C:26]3[CH:31]=[CH:30][CH:29]=[CH:28][CH:27]=3)=[CH:7][N:6]=2)[CH:14]=[CH:13][CH:12]=[CH:11][CH:10]=1. The catalyst class is: 493. (6) Reactant: [Cl:1][C:2]1[CH:7]=[CH:6][CH:5]=[CH:4][C:3]=1[C:8]1[N:17]=[C:16]([N:18]2[CH2:23][CH2:22][NH:21][CH2:20][CH2:19]2)[C:15]2[C:10](=[CH:11][CH:12]=[CH:13][CH:14]=2)[N:9]=1.CC(C1C=C(C(C)C)C(C2C=CC=CC=2P(C2CCCCC2)C2CCCCC2)=C(C(C)C)C=1)C.CC(C)([O-])C.[Na+].Br[C:65]1[S:66][CH:67]=[CH:68][N:69]=1. Product: [Cl:1][C:2]1[CH:7]=[CH:6][CH:5]=[CH:4][C:3]=1[C:8]1[N:17]=[C:16]([N:18]2[CH2:23][CH2:22][N:21]([C:65]3[S:66][CH:67]=[CH:68][N:69]=3)[CH2:20][CH2:19]2)[C:15]2[C:10](=[CH:11][CH:12]=[CH:13][CH:14]=2)[N:9]=1. The catalyst class is: 101. (7) Reactant: [CH2:1]([O:3][C:4](=[O:18])[C:5]([O:8][C:9]1[CH:14]=[CH:13][C:12]([Cl:15])=[CH:11][C:10]=1[CH:16]=O)([CH3:7])[CH3:6])[CH3:2].[Cl:19][C:20]1[CH:28]=[C:27]2[C:23]([CH2:24][C:25](=[O:29])[NH:26]2)=[CH:22][CH:21]=1.N1CCCC1. Product: [CH2:1]([O:3][C:4](=[O:18])[C:5]([O:8][C:9]1[CH:14]=[CH:13][C:12]([Cl:15])=[CH:11][C:10]=1[CH:16]=[C:24]1[C:23]2[C:27](=[CH:28][C:20]([Cl:19])=[CH:21][CH:22]=2)[NH:26][C:25]1=[O:29])([CH3:7])[CH3:6])[CH3:2]. The catalyst class is: 5. (8) Reactant: F[B-](F)(F)F.[C:6]1(=[O:20])[N:10](OC(N(C)C)=[N+](C)C)[C:9](=[O:19])[CH2:8][CH2:7]1.[CH2:21]([O:24][C:25]1[CH:26]=[C:27]([CH:31]=[CH:32][CH:33]=1)[C:28]([OH:30])=[O:29])[C:22]#[CH:23].C(N(CC)CC)C. Product: [O:19]=[C:9]1[CH2:8][CH2:7][C:6](=[O:20])[N:10]1[O:29][C:28](=[O:30])[C:27]1[CH:31]=[CH:32][CH:33]=[C:25]([O:24][CH2:21][C:22]#[CH:23])[CH:26]=1. The catalyst class is: 42.